Dataset: Reaction yield outcomes from USPTO patents with 853,638 reactions. Task: Predict the reaction yield, written as a fraction of the theoretical maximum amount of product (1.0 means a 100% yield; for example, 0.34 means a 34% yield). (1) The reactants are [N:1]1[CH:6]=[CH:5][C:4]([N:7]2[CH2:12][CH2:11][CH:10]([C:13](Cl)=[O:14])[CH2:9][CH2:8]2)=[CH:3][CH:2]=1.Cl.[NH:17]1[CH2:22][CH2:21][CH:20]([NH:23][S:24]([C:27]2[CH:36]=[CH:35][C:34]3[C:29](=[CH:30][CH:31]=[CH:32][CH:33]=3)[CH:28]=2)(=[O:26])=[O:25])[CH2:19][CH2:18]1. No catalyst specified. The product is [CH:28]1[C:29]2[C:34](=[CH:33][CH:32]=[CH:31][CH:30]=2)[CH:35]=[CH:36][C:27]=1[S:24]([NH:23][CH:20]1[CH2:21][CH2:22][N:17]([C:13]([CH:10]2[CH2:11][CH2:12][N:7]([C:4]3[CH:5]=[CH:6][N:1]=[CH:2][CH:3]=3)[CH2:8][CH2:9]2)=[O:14])[CH2:18][CH2:19]1)(=[O:26])=[O:25]. The yield is 0.280. (2) The reactants are C(OC(=O)[CH2:5][CH:6]1[S:10][C:9]([C:11]2[NH:12][C:13]3[C:18]([CH:19]=2)=[CH:17][C:16]([O:20][C:21]2[CH:26]=[CH:25][C:24]([S:27]([CH3:30])(=[O:29])=[O:28])=[CH:23][CH:22]=2)=[CH:15][C:14]=3[O:31][CH:32]2[CH2:37][CH2:36][O:35][CH2:34][CH2:33]2)=[N:8][CH2:7]1)C.[CH3:39][Mg]Br.[Cl-].[NH4+].[O:44]1[CH2:48][CH2:47]CC1. The catalyst is CCCCCC.C(OCC)(=O)C.CO. The product is [CH3:39][C:48]([OH:44])([CH3:47])[CH2:5][CH:6]1[S:10][C:9]([C:11]2[NH:12][C:13]3[C:18]([CH:19]=2)=[CH:17][C:16]([O:20][C:21]2[CH:22]=[CH:23][C:24]([S:27]([CH3:30])(=[O:28])=[O:29])=[CH:25][CH:26]=2)=[CH:15][C:14]=3[O:31][CH:32]2[CH2:37][CH2:36][O:35][CH2:34][CH2:33]2)=[N:8][CH2:7]1. The yield is 0.210. (3) The reactants are [CH2:1]([C@H:8]([C:31](N1[C@@H](C(C)C)COC1=O)=[O:32])[C@@H:9]([CH:11]1[CH2:15][C@@H:14]([O:16][CH2:17][C:18]2[CH:23]=[CH:22][CH:21]=[CH:20][CH:19]=2)[CH2:13][N:12]1[C:24]([O:26][C:27]([CH3:30])([CH3:29])[CH3:28])=[O:25])[OH:10])[C:2]1[CH:7]=[CH:6][CH:5]=[CH:4][CH:3]=1.[OH:42]O.O[Li].O. The catalyst is C1COCC1.O.O. The product is [CH2:1]([C@@H:8]([C@@H:9]([CH:11]1[CH2:15][C@@H:14]([O:16][CH2:17][C:18]2[CH:23]=[CH:22][CH:21]=[CH:20][CH:19]=2)[CH2:13][N:12]1[C:24]([O:26][C:27]([CH3:29])([CH3:28])[CH3:30])=[O:25])[OH:10])[C:31]([OH:42])=[O:32])[C:2]1[CH:3]=[CH:4][CH:5]=[CH:6][CH:7]=1. The yield is 0.670. (4) The reactants are [C:1]([N:5]1[C:9]2[N:10]=[C:11]([NH:14][C:15](=[O:23])[C:16]3[CH:21]=[CH:20][C:19]([CH3:22])=[CH:18][CH:17]=3)[N:12]=[CH:13][C:8]=2[C:7](I)=[CH:6]1)([CH3:4])([CH3:3])[CH3:2].[CH2:25]([NH2:27])[CH3:26].C1C[O:31][CH2:30]C1. The catalyst is CN(C=O)C.CCOC(C)=O.Cl[Pd](Cl)([P](C1C=CC=CC=1)(C1C=CC=CC=1)C1C=CC=CC=1)[P](C1C=CC=CC=1)(C1C=CC=CC=1)C1C=CC=CC=1. The product is [CH2:25]([NH:27][C:30]([C:7]1[C:8]2[CH:13]=[N:12][C:11]([NH:14][C:15](=[O:23])[C:16]3[CH:21]=[CH:20][C:19]([CH3:22])=[CH:18][CH:17]=3)=[N:10][C:9]=2[N:5]([C:1]([CH3:4])([CH3:3])[CH3:2])[CH:6]=1)=[O:31])[CH3:26]. The yield is 0.610. (5) The reactants are C([O:3][C:4]([C:6]1[CH:10]=[C:9]([C:11]2[CH:16]=[C:15]([Cl:17])[CH:14]=[CH:13][C:12]=2[F:18])[O:8][N:7]=1)=O)C.[H-].C([Al+]CC(C)C)C(C)C. The catalyst is ClCCl. The product is [Cl:17][C:15]1[CH:14]=[CH:13][C:12]([F:18])=[C:11]([C:9]2[O:8][N:7]=[C:6]([CH:4]=[O:3])[CH:10]=2)[CH:16]=1. The yield is 0.840. (6) The reactants are [C:1]1(=O)[O:6][C:4](=[O:5])[CH2:3][CH2:2]1.C[Mg]Br.[CH3:11][CH2:12]OCC.[CH3:16][C:17](O)=O. The catalyst is O. The product is [CH2:11]([C:1]1([CH2:16][CH3:17])[O:6][C:4](=[O:5])[CH2:3][CH2:2]1)[CH3:12]. The yield is 0.460.